From a dataset of Reaction yield outcomes from USPTO patents with 853,638 reactions. Predict the reaction yield, written as a fraction of the theoretical maximum amount of product (1.0 means a 100% yield; for example, 0.34 means a 34% yield). (1) The product is [CH3:1][O:2][CH2:3][CH2:4][O:5][CH2:6][C:7]([C:10]1[CH:15]=[CH:14][C:13]([NH2:16])=[CH:12][CH:11]=1)([CH3:9])[CH3:8]. The yield is 0.770. The reactants are [CH3:1][O:2][CH2:3][CH2:4][O:5][CH2:6][C:7]([C:10]1[CH:15]=[CH:14][C:13]([N+:16]([O-])=O)=[CH:12][CH:11]=1)([CH3:9])[CH3:8]. The catalyst is CO.[Ni]. (2) The reactants are [CH2:1]([C:3]([C:22]1[CH:27]=[CH:26][C:25](/[CH:28]=[CH:29]/[C:30]2([OH:36])[CH2:35][CH2:34][CH2:33][CH2:32][CH2:31]2)=[C:24]([CH3:37])[CH:23]=1)([C:6]1[CH:11]=[CH:10][C:9](B2OC(C)(C)C(C)(C)O2)=[C:8]([CH3:21])[CH:7]=1)[CH2:4][CH3:5])[CH3:2].C[O:39][C:40](=[O:49])[CH2:41][C:42]1[CH:47]=[CH:46][C:45]([Cl:48])=[CH:44][CH:43]=1. No catalyst specified. The product is [Cl:48][C:45]1[CH:44]=[CH:43][C:42]([CH2:41][C:40]([OH:39])=[O:49])=[C:47]([C:9]2[CH:10]=[CH:11][C:6]([C:3]([CH2:4][CH3:5])([C:22]3[CH:27]=[CH:26][C:25](/[CH:28]=[CH:29]/[C:30]4([OH:36])[CH2:35][CH2:34][CH2:33][CH2:32][CH2:31]4)=[C:24]([CH3:37])[CH:23]=3)[CH2:1][CH3:2])=[CH:7][C:8]=2[CH3:21])[CH:46]=1. The yield is 0.120.